This data is from Full USPTO retrosynthesis dataset with 1.9M reactions from patents (1976-2016). The task is: Predict the reactants needed to synthesize the given product. (1) Given the product [N:6]1([C:26]([O:25][C:22]([CH3:24])([CH3:23])[CH3:21])=[O:27])[CH2:7][CH2:8][NH:3][CH:4]([C:9]([O:11][CH2:12][CH3:13])=[O:10])[CH2:5]1, predict the reactants needed to synthesize it. The reactants are: Cl.Cl.[NH:3]1[CH2:8][CH2:7][NH:6][CH2:5][CH:4]1[C:9]([O:11][CH2:12][CH3:13])=[O:10].C(N(CC)CC)C.[CH3:21][C:22]([O:25][C:26](O[C:26]([O:25][C:22]([CH3:24])([CH3:23])[CH3:21])=[O:27])=[O:27])([CH3:24])[CH3:23]. (2) Given the product [NH2:1][C@@H:2]1[C:14]2[C:6](=[CH:7][C:8]3[O:12][CH2:11][O:10][C:9]=3[CH:13]=2)[C@@H:5]([C:15]2[CH:16]=[C:17]([O:24][CH3:25])[C:18]([O:23][Si:30]([C:33]([CH3:36])([CH3:35])[CH3:34])([CH3:32])[CH3:31])=[C:19]([O:21][CH3:22])[CH:20]=2)[C@H:4]2[C:26](=[O:29])[O:27][CH2:28][C@H:3]12, predict the reactants needed to synthesize it. The reactants are: [NH2:1][C@@H:2]1[C:14]2[C:6](=[CH:7][C:8]3[O:12][CH2:11][O:10][C:9]=3[CH:13]=2)[C@@H:5]([C:15]2[CH:20]=[C:19]([O:21][CH3:22])[C:18]([OH:23])=[C:17]([O:24][CH3:25])[CH:16]=2)[C@H:4]2[C:26](=[O:29])[O:27][CH2:28][C@H:3]12.[Si:30](Cl)([C:33]([CH3:36])([CH3:35])[CH3:34])([CH3:32])[CH3:31].N1C=CN=C1. (3) Given the product [F:1][C:2]1[CH:7]=[CH:6][C:5]([NH2:8])=[CH:4][C:3]=1[C:11]1[CH:16]=[C:15]([CH3:17])[CH:14]=[CH:13][N:12]=1, predict the reactants needed to synthesize it. The reactants are: [F:1][C:2]1[CH:7]=[CH:6][C:5]([N+:8]([O-])=O)=[CH:4][C:3]=1[C:11]1[CH:16]=[C:15]([CH3:17])[CH:14]=[CH:13][N:12]=1. (4) Given the product [C:1]([C:3]1[CH:4]=[CH:5][C:6]([C@H:9]2[CH2:14][C@H:13]([OH:15])[CH2:12][CH2:11][N:10]2[C:16]([O:18][CH2:19][C:20]2[CH:25]=[CH:24][CH:23]=[CH:22][CH:21]=2)=[O:17])=[CH:7][CH:8]=1)#[N:2].[C:1]([C:3]1[CH:4]=[CH:5][C:6]([C@@H:9]2[CH2:14][C@@H:13]([OH:15])[CH2:12][CH2:11][N:10]2[C:16]([O:18][CH2:19][C:20]2[CH:25]=[CH:24][CH:23]=[CH:22][CH:21]=2)=[O:17])=[CH:7][CH:8]=1)#[N:2], predict the reactants needed to synthesize it. The reactants are: [C:1]([C:3]1[CH:8]=[CH:7][C:6]([C@@H:9]2[CH2:14][C@@H:13]([OH:15])[CH2:12][CH2:11][N:10]2[C:16]([O:18][CH2:19][C:20]2[CH:25]=[CH:24][CH:23]=[CH:22][CH:21]=2)=[O:17])=[CH:5][CH:4]=1)#[N:2].CO.[NH4+].[OH-]. (5) Given the product [CH:13]1([CH2:19][C:2]2[C:3]([CH3:11])=[C:4]([C:7]([O:9][CH3:10])=[O:8])[O:5][CH:6]=2)[CH2:18][CH2:17][CH2:16][CH2:15][CH2:14]1, predict the reactants needed to synthesize it. The reactants are: Br[C:2]1[C:3]([CH3:11])=[C:4]([C:7]([O:9][CH3:10])=[O:8])[O:5][CH:6]=1.[Br-].[CH:13]1([CH2:19][Zn+])[CH2:18][CH2:17][CH2:16][CH2:15][CH2:14]1. (6) Given the product [C:1]([NH:19][C:23](=[O:17])[C@H:22]([CH2:27][CH2:26][CH2:25][CH3:24])[NH2:21])([O:3][C:4]([CH3:7])([CH3:6])[CH3:5])=[O:2], predict the reactants needed to synthesize it. The reactants are: [C:1](N[C@H](C(O)=O)CCCC)([O:3][C:4]([CH3:7])([CH3:6])[CH3:5])=[O:2].[OH2:17].O[N:19]1[C:23]2[CH:24]=[CH:25][CH:26]=[CH:27][C:22]=2[N:21]=N1.ClCCl. (7) Given the product [CH3:1][Si:2]([CH3:4])([CH3:3])[C:5]1[C:23]([C:24]2[CH:25]=[CH:26][C:27]3[S:32][C:31]4[N:33]=[CH:34][CH:35]=[N:36][C:30]=4[N:29]([CH2:37][O:38][CH3:39])[C:28]=3[CH:40]=2)=[CH:22][NH:7][N:6]=1, predict the reactants needed to synthesize it. The reactants are: [CH3:1][Si:2]([CH:5]=[N+:6]=[N-:7])([CH3:4])[CH3:3].C([Li])CCC.C1(S([CH:22]=[CH:23][C:24]2[CH:25]=[CH:26][C:27]3[S:32][C:31]4[N:33]=[CH:34][CH:35]=[N:36][C:30]=4[N:29]([CH2:37][O:38][CH3:39])[C:28]=3[CH:40]=2)(=O)=O)C=CC=CC=1.[Cl-].[NH4+]. (8) Given the product [Cl:8][C:6]1[N:5]=[C:4]2[N:9]([CH:12]([CH3:14])[CH3:13])[N:10]=[CH:11][C:3]2=[C:2]([NH:29][CH2:30][CH2:31][C:32]2[CH:37]=[CH:36][C:35]([OH:38])=[CH:34][CH:33]=2)[N:7]=1, predict the reactants needed to synthesize it. The reactants are: Cl[C:2]1[N:7]=[C:6]([Cl:8])[N:5]=[C:4]2[N:9]([CH:12]([CH3:14])[CH3:13])[N:10]=[CH:11][C:3]=12.ClC1N=C(I)N=C2C=1N=CN2C(C)C.[NH2:29][CH2:30][CH2:31][C:32]1[CH:37]=[CH:36][C:35]([OH:38])=[CH:34][CH:33]=1.